This data is from NCI-60 drug combinations with 297,098 pairs across 59 cell lines. The task is: Regression. Given two drug SMILES strings and cell line genomic features, predict the synergy score measuring deviation from expected non-interaction effect. Drug 1: CC1CCC2CC(C(=CC=CC=CC(CC(C(=O)C(C(C(=CC(C(=O)CC(OC(=O)C3CCCCN3C(=O)C(=O)C1(O2)O)C(C)CC4CCC(C(C4)OC)OCCO)C)C)O)OC)C)C)C)OC. Drug 2: CC1=C(C(=O)C2=C(C1=O)N3CC4C(C3(C2COC(=O)N)OC)N4)N. Cell line: BT-549. Synergy scores: CSS=22.8, Synergy_ZIP=-6.96, Synergy_Bliss=-5.93, Synergy_Loewe=-3.47, Synergy_HSA=-0.790.